From a dataset of Reaction yield outcomes from USPTO patents with 853,638 reactions. Predict the reaction yield, written as a fraction of the theoretical maximum amount of product (1.0 means a 100% yield; for example, 0.34 means a 34% yield). (1) The reactants are [Cl:1][C:2]1[N:10]=[C:9]([NH:11][C:12]2[CH:13]=[C:14]([CH:17]=[CH:18][C:19]=2[N+:20]([O-])=O)[C:15]#[N:16])[N:8]=[C:7]2[C:3]=1[NH:4][C:5](=[O:29])[N:6]2[CH:23]1[CH2:28][CH2:27][O:26][CH2:25][CH2:24]1.[S]. The catalyst is C(OCC)(=O)C. The product is [NH2:20][C:19]1[CH:18]=[CH:17][C:14]([C:15]#[N:16])=[CH:13][C:12]=1[NH:11][C:9]1[N:8]=[C:7]2[C:3]([NH:4][C:5](=[O:29])[N:6]2[CH:23]2[CH2:24][CH2:25][O:26][CH2:27][CH2:28]2)=[C:2]([Cl:1])[N:10]=1. The yield is 0.860. (2) The reactants are [C:1](=[O:20])([O:12][CH2:13][C:14]1[CH:19]=[CH:18][N:17]=[CH:16][CH:15]=1)OC1C=CC([N+]([O-])=O)=CC=1.C1(C)C(S(O)(=O)=O)=CC=CC=1.[O:32]1[CH2:36][CH2:35][C@@H:34]([NH2:37])[CH2:33]1.CCN(C(C)C)C(C)C. The catalyst is CN(C1C=CN=CC=1)C.CN(C=O)C. The product is [O:32]1[CH2:36][CH2:35][C@@H:34]([NH:37][C:1](=[O:20])[O:12][CH2:13][C:14]2[CH:15]=[CH:16][N:17]=[CH:18][CH:19]=2)[CH2:33]1. The yield is 0.310. (3) The reactants are [OH:1][CH:2]1[CH2:9][S:8][CH2:7][CH2:6][CH2:5][S:4][CH2:3]1.[C:10]([O:15][CH2:16][CH2:17][N:18]=[C:19]=[O:20])(=[O:14])[C:11]([CH3:13])=[CH2:12]. The catalyst is C([O-])(=O)CCCCCCCCCCC.C([O-])(=O)CCCCCCCCCCC.C([Sn+2]CCCC)CCC.O1CCCC1. The product is [S:4]1[CH2:5][CH2:6][CH2:7][S:8][CH2:9][CH:2]([O:1][C:19]([NH:18][CH2:17][CH2:16][O:15][C:10](=[O:14])[C:11]([CH3:13])=[CH2:12])=[O:20])[CH2:3]1. The yield is 0.790.